Dataset: Merck oncology drug combination screen with 23,052 pairs across 39 cell lines. Task: Regression. Given two drug SMILES strings and cell line genomic features, predict the synergy score measuring deviation from expected non-interaction effect. (1) Drug 1: Cc1nc(Nc2ncc(C(=O)Nc3c(C)cccc3Cl)s2)cc(N2CCN(CCO)CC2)n1. Drug 2: NC1CCCCC1N.O=C(O)C(=O)O.[Pt+2]. Cell line: DLD1. Synergy scores: synergy=-11.9. (2) Drug 1: C#Cc1cccc(Nc2ncnc3cc(OCCOC)c(OCCOC)cc23)c1. Drug 2: CC1(c2nc3c(C(N)=O)cccc3[nH]2)CCCN1. Cell line: HCT116. Synergy scores: synergy=-3.42. (3) Drug 1: COc1cc(C2c3cc4c(cc3C(OC3OC5COC(C)OC5C(O)C3O)C3COC(=O)C23)OCO4)cc(OC)c1O. Drug 2: Cn1cc(-c2cnn3c(N)c(Br)c(C4CCCNC4)nc23)cn1. Cell line: PA1. Synergy scores: synergy=-22.8.